Dataset: NCI-60 drug combinations with 297,098 pairs across 59 cell lines. Task: Regression. Given two drug SMILES strings and cell line genomic features, predict the synergy score measuring deviation from expected non-interaction effect. (1) Synergy scores: CSS=5.63, Synergy_ZIP=-4.07, Synergy_Bliss=-4.73, Synergy_Loewe=2.08, Synergy_HSA=-2.64. Drug 2: CN(C(=O)NC(C=O)C(C(C(CO)O)O)O)N=O. Cell line: HCT-15. Drug 1: CC1=C(C(=CC=C1)Cl)NC(=O)C2=CN=C(S2)NC3=CC(=NC(=N3)C)N4CCN(CC4)CCO. (2) Drug 1: CC12CCC3C(C1CCC2=O)CC(=C)C4=CC(=O)C=CC34C. Drug 2: CCC1=CC2CC(C3=C(CN(C2)C1)C4=CC=CC=C4N3)(C5=C(C=C6C(=C5)C78CCN9C7C(C=CC9)(C(C(C8N6C)(C(=O)OC)O)OC(=O)C)CC)OC)C(=O)OC.C(C(C(=O)O)O)(C(=O)O)O. Cell line: UACC62. Synergy scores: CSS=54.7, Synergy_ZIP=-0.964, Synergy_Bliss=-6.17, Synergy_Loewe=-19.8, Synergy_HSA=-2.79. (3) Drug 1: C1=CC=C(C=C1)NC(=O)CCCCCCC(=O)NO. Drug 2: CCC1(CC2CC(C3=C(CCN(C2)C1)C4=CC=CC=C4N3)(C5=C(C=C6C(=C5)C78CCN9C7C(C=CC9)(C(C(C8N6C)(C(=O)OC)O)OC(=O)C)CC)OC)C(=O)OC)O.OS(=O)(=O)O. Cell line: CCRF-CEM. Synergy scores: CSS=-0.351, Synergy_ZIP=3.03, Synergy_Bliss=4.78, Synergy_Loewe=0.189, Synergy_HSA=-0.896.